From a dataset of Catalyst prediction with 721,799 reactions and 888 catalyst types from USPTO. Predict which catalyst facilitates the given reaction. Reactant: Cl[C:2]([O:4][CH3:5])=[O:3].Cl.[CH:7]1([CH:13]2[CH2:18][CH:17]([C:19]([O:21][CH3:22])=[O:20])[CH2:16][CH2:15][NH:14]2)[CH2:12][CH2:11][CH2:10][CH2:9][CH2:8]1.CCN(C(C)C)C(C)C. Product: [CH:7]1([CH:13]2[CH2:18][CH:17]([C:19]([O:21][CH3:22])=[O:20])[CH2:16][CH2:15][N:14]2[C:2]([O:4][CH3:5])=[O:3])[CH2:8][CH2:9][CH2:10][CH2:11][CH2:12]1. The catalyst class is: 2.